Dataset: Reaction yield outcomes from USPTO patents with 853,638 reactions. Task: Predict the reaction yield, written as a fraction of the theoretical maximum amount of product (1.0 means a 100% yield; for example, 0.34 means a 34% yield). (1) The reactants are [F:1][C:2]1[CH:10]=[C:9]([C:11]2[N:16]=[C:15]3[N:17]([CH2:20][C:21]4[CH:22]=[C:23]5[C:28](=[CH:29][CH:30]=4)[N:27]=[CH:26][CH:25]=[CH:24]5)[N:18]=[N:19][C:14]3=[CH:13][CH:12]=2)[CH:8]=[CH:7][C:3]=1[C:4](O)=[O:5].CN(C=O)C.CN(C(ON1N=NC2C=CC=NC1=2)=[N+](C)C)C.F[P-](F)(F)(F)(F)F.C([NH:67][CH2:68][CH2:69][CH2:70][NH2:71])(OC(C)(C)C)=O. The catalyst is FC(F)(F)C(O)=O.O. The product is [NH2:67][CH2:68][CH2:69][CH2:70][NH:71][C:4](=[O:5])[C:3]1[CH:7]=[CH:8][C:9]([C:11]2[N:16]=[C:15]3[N:17]([CH2:20][C:21]4[CH:22]=[C:23]5[C:28](=[CH:29][CH:30]=4)[N:27]=[CH:26][CH:25]=[CH:24]5)[N:18]=[N:19][C:14]3=[CH:13][CH:12]=2)=[CH:10][C:2]=1[F:1]. The yield is 0.930. (2) The reactants are [C:1]1([C:7]2[C:11]3[CH:12]=[N:13][CH:14]=[CH:15][C:10]=3[NH:9][CH:8]=2)[CH:6]=[CH:5][CH:4]=[CH:3][CH:2]=1.[F:16][C:17]1[CH:36]=[CH:35][C:20]([CH2:21][NH:22][C:23]([C:25]2[CH:30]=[CH:29][C:28]([S:31](Cl)(=[O:33])=[O:32])=[CH:27][CH:26]=2)=[O:24])=[CH:19][CH:18]=1. The catalyst is C1COCC1. The product is [F:16][C:17]1[CH:18]=[CH:19][C:20]([CH2:21][NH:22][C:23](=[O:24])[C:25]2[CH:30]=[CH:29][C:28]([S:31]([N:9]3[C:10]4[CH:15]=[CH:14][N:13]=[CH:12][C:11]=4[C:7]([C:1]4[CH:2]=[CH:3][CH:4]=[CH:5][CH:6]=4)=[CH:8]3)(=[O:32])=[O:33])=[CH:27][CH:26]=2)=[CH:35][CH:36]=1. The yield is 0.790. (3) The reactants are [CH3:1][C:2]1[C:10]2[C:5](=[N:6][CH:7]=[CH:8][CH:9]=2)[S:4][C:3]=1[C:11](OCC)=[O:12].[Cl-].[Ca+2].[Cl-].[BH4-].[Na+].[Cl-].[NH4+]. The catalyst is O1CCCC1.[O-2].[O-2].[Mn+4].C(O)C. The product is [CH3:1][C:2]1[C:10]2[C:5](=[N:6][CH:7]=[CH:8][CH:9]=2)[S:4][C:3]=1[CH:11]=[O:12]. The yield is 0.860. (4) The reactants are Br[Zn][CH2:3][C:4]([O:6][CH2:7][CH3:8])=[O:5].[CH:9]1[CH:13]=[C:12]([CH:14]=[O:15])[O:11][CH:10]=1.Cl.C(OCC)(=O)C. The catalyst is C1COCC1. The product is [O:11]1[CH:10]=[CH:9][CH:13]=[C:12]1[CH:14]([OH:15])[CH2:3][C:4]([O:6][CH2:7][CH3:8])=[O:5]. The yield is 0.910.